This data is from Reaction yield outcomes from USPTO patents with 853,638 reactions. The task is: Predict the reaction yield, written as a fraction of the theoretical maximum amount of product (1.0 means a 100% yield; for example, 0.34 means a 34% yield). (1) The reactants are [C:1]([C:4]1[CH:5]=[CH:6][C:7]([NH:14][S:15]([CH3:18])(=[O:17])=[O:16])=[C:8]([CH:13]=1)[C:9]([O:11][CH3:12])=[O:10])(=O)[CH3:2].[CH3:19][C:20]([S@:23]([NH2:25])=[O:24])([CH3:22])[CH3:21].[BH4-].[Na+].[CH2:28]1COCC1. The catalyst is [O-]CC.[Ti+4].[O-]CC.[O-]CC.[O-]CC. The product is [C:20]([S@:23]([NH:25][C@@H:1]([C:4]1[CH:5]=[CH:6][C:7]([NH:14][S:15]([CH3:18])(=[O:17])=[O:16])=[C:8]([CH:13]=1)[C:9]([O:11][CH2:12][CH3:28])=[O:10])[CH3:2])=[O:24])([CH3:22])([CH3:21])[CH3:19]. The yield is 0.230. (2) The reactants are [CH3:1][O:2][C:3]1[CH:4]=[C:5]2[C:10](=[CH:11][C:12]=1[O:13][CH3:14])[N:9]=[CH:8][CH:7]=[C:6]2[O:15][C:16]1[CH:22]=[CH:21][C:19]([NH2:20])=[CH:18][CH:17]=1.C1(C)C=CC=CC=1.C(N(CC)CC)C.Cl[C:38](Cl)([O:40]C(=O)OC(Cl)(Cl)Cl)Cl.[CH3:49][O:50][C:51]1[CH:52]=[C:53]([CH:57]=[CH:58][CH:59]=1)[CH:54]([OH:56])[CH3:55]. The catalyst is C(Cl)Cl. The product is [CH3:1][O:2][C:3]1[CH:4]=[C:5]2[C:10](=[CH:11][C:12]=1[O:13][CH3:14])[N:9]=[CH:8][CH:7]=[C:6]2[O:15][C:16]1[CH:22]=[CH:21][C:19]([NH:20][C:38](=[O:40])[O:56][CH:54]([C:53]2[CH:57]=[CH:58][CH:59]=[C:51]([O:50][CH3:49])[CH:52]=2)[CH3:55])=[CH:18][CH:17]=1. The yield is 0.660. (3) The reactants are C(O)(=O)C.[N:5]1[CH:10]=[CH:9][CH:8]=[C:7]([C:11](=[N:20]O)[CH2:12][CH2:13][CH:14]2[CH2:19][CH2:18][O:17][CH2:16][CH2:15]2)[CH:6]=1. The catalyst is C(O)C.[Zn]. The product is [N:5]1[CH:10]=[CH:9][CH:8]=[C:7]([CH:11]([NH2:20])[CH2:12][CH2:13][CH:14]2[CH2:15][CH2:16][O:17][CH2:18][CH2:19]2)[CH:6]=1. The yield is 0.820.